This data is from Reaction yield outcomes from USPTO patents with 853,638 reactions. The task is: Predict the reaction yield, written as a fraction of the theoretical maximum amount of product (1.0 means a 100% yield; for example, 0.34 means a 34% yield). (1) The reactants are [C:1]([O:5][C:6](=[O:24])[NH:7][CH2:8][CH2:9][C:10]1[CH:15]=[CH:14][CH:13]=[C:12]([O:16]CC2C=CC=CC=2)[CH:11]=1)([CH3:4])([CH3:3])[CH3:2]. The catalyst is C(O)C.[Pd]. The product is [C:1]([O:5][C:6](=[O:24])[NH:7][CH2:8][CH2:9][C:10]1[CH:15]=[CH:14][CH:13]=[C:12]([OH:16])[CH:11]=1)([CH3:4])([CH3:2])[CH3:3]. The yield is 1.00. (2) The reactants are [OH:1][CH2:2][CH2:3][C:4]([OH:6])=[O:5].[CH2:7]1[CH2:12][O:11][CH:10]=[CH:9][CH2:8]1.CC1C=CC(S([O-])(=O)=O)=CC=1.C1C=C[NH+]=CC=1. The catalyst is ClCCl.C1COCC1. The product is [O:11]1[CH2:12][CH2:7][CH2:8][CH2:9][CH:10]1[O:1][CH2:2][CH2:3][C:4]([OH:6])=[O:5]. The yield is 0.560.